Dataset: Forward reaction prediction with 1.9M reactions from USPTO patents (1976-2016). Task: Predict the product of the given reaction. (1) Given the reactants [F:1][C:2]([F:7])([F:6])[C:3]([OH:5])=[O:4].[N:8]1([C:17]2[CH:29]=[CH:28][C:20]([C:21]([O:23]C(C)(C)C)=[O:22])=[C:19]([NH:30][C:31]3[CH:36]=[CH:35][C:34]([F:37])=[CH:33][CH:32]=3)[CH:18]=2)[C:12]2[CH:13]=[CH:14][CH:15]=[CH:16][C:11]=2[N:10]=[CH:9]1, predict the reaction product. The product is: [F:1][C:2]([F:7])([F:6])[C:3]([OH:5])=[O:4].[N:8]1([C:17]2[CH:29]=[CH:28][C:20]([C:21]([OH:23])=[O:22])=[C:19]([NH:30][C:31]3[CH:36]=[CH:35][C:34]([F:37])=[CH:33][CH:32]=3)[CH:18]=2)[C:12]2[CH:13]=[CH:14][CH:15]=[CH:16][C:11]=2[N:10]=[CH:9]1. (2) Given the reactants N1C2OCC(N)C=2C=CN=1.CO[N:13]=[C:14]1[C:22]2[C:17](=[CH:18][N:19]=[CH:20][C:21]=2[CH:23]2[CH2:25][CH2:24]2)[O:16][CH2:15]1, predict the reaction product. The product is: [CH:23]1([C:21]2[CH:20]=[N:19][CH:18]=[C:17]3[O:16][CH2:15][CH:14]([NH2:13])[C:22]=23)[CH2:25][CH2:24]1. (3) Given the reactants Cl[Si:2]([CH2:7][CH3:8])([CH2:5][CH3:6])[CH2:3][CH3:4].[CH3:9][C:10]1[C@@H:27]([OH:28])[CH2:26][C@:22]2([OH:29])[C:23]([CH3:25])([CH3:24])[C:11]=1[C@@H:12]([OH:47])[C:13]([C@@:15]1([CH3:46])[C@H:20]([C@@H:21]2[O:30][C:31]([C:33]2[CH:34]=[CH:35][CH:36]=[CH:37][CH:38]=2)=[O:32])[C@:19]2([O:41][C:42]([CH3:44])=[O:43])[CH2:39][O:40][C@@H:18]2[CH2:17][C@@H:16]1[OH:45])=[O:14].N1C=CN=C1.O, predict the reaction product. The product is: [CH3:4][CH2:3][Si:2]([O:45][C@@H:16]1[C@@:15]2([CH3:46])[C:13]([C@H:12]([OH:47])[C:11]3[C:23]([CH3:25])([CH3:24])[C@:22]([OH:29])([C@@H:21]([O:30][C:31]([C:33]4[CH:34]=[CH:35][CH:36]=[CH:37][CH:38]=4)=[O:32])[C@@H:20]2[C@:19]2([O:41][C:42]([CH3:44])=[O:43])[CH2:39][O:40][C@@H:18]2[CH2:17]1)[CH2:26][C@H:27]([OH:28])[C:10]=3[CH3:9])=[O:14])([CH2:7][CH3:8])[CH2:5][CH3:6]. (4) Given the reactants [N+:1]([C:4]1[CH:9]=[CH:8][C:7]([C:10](=O)[CH2:11][NH:12][C:13](=O)[CH2:14][CH2:15][NH:16][C:17](=[O:23])[O:18][C:19]([CH3:22])([CH3:21])[CH3:20])=[CH:6][CH:5]=1)([O-:3])=[O:2].COC1C=CC(P2(SP(C3C=CC(OC)=CC=3)(=S)S2)=[S:35])=CC=1, predict the reaction product. The product is: [N+:1]([C:4]1[CH:9]=[CH:8][C:7]([C:10]2[S:35][C:13]([CH2:14][CH2:15][NH:16][C:17](=[O:23])[O:18][C:19]([CH3:22])([CH3:21])[CH3:20])=[N:12][CH:11]=2)=[CH:6][CH:5]=1)([O-:3])=[O:2]. (5) Given the reactants [CH3:1][N:2]1[C:6]([CH3:7])=[CH:5][C:4]([C:8]2[O:12][N:11]=[C:10]([C:13]([OH:15])=O)[N:9]=2)=[N:3]1.[NH2:16][C@@H:17]([CH3:34])[CH2:18][N:19]1[CH:23]=[CH:22][C:21]([C:24]2[CH:31]=[C:30]([F:32])[C:27]([C:28]#[N:29])=[C:26]([Cl:33])[CH:25]=2)=[N:20]1.CN(C=O)C, predict the reaction product. The product is: [Cl:33][C:26]1[CH:25]=[C:24]([C:21]2[CH:22]=[CH:23][N:19]([CH2:18][C@@H:17]([NH:16][C:13]([C:10]3[N:9]=[C:8]([C:4]4[CH:5]=[C:6]([CH3:7])[N:2]([CH3:1])[N:3]=4)[O:12][N:11]=3)=[O:15])[CH3:34])[N:20]=2)[CH:31]=[C:30]([F:32])[C:27]=1[C:28]#[N:29]. (6) Given the reactants C(Cl)(Cl)(Cl)Cl.[CH3:6][C:7]1[CH:15]=[CH:14][C:10]([C:11]([OH:13])=[O:12])=[CH:9][C:8]=1[B:16]1[O:20][C:19]([CH3:22])([CH3:21])[C:18]([CH3:24])([CH3:23])[O:17]1.[Br:25]N1C(=O)CCC1=O.N(/C1(C#N)CCCCC1)=N\C1(C#N)CCCCC1, predict the reaction product. The product is: [Br:25][CH2:6][C:7]1[CH:15]=[CH:14][C:10]([C:11]([OH:13])=[O:12])=[CH:9][C:8]=1[B:16]1[O:17][C:18]([CH3:24])([CH3:23])[C:19]([CH3:22])([CH3:21])[O:20]1.